This data is from Catalyst prediction with 721,799 reactions and 888 catalyst types from USPTO. The task is: Predict which catalyst facilitates the given reaction. Reactant: COCCN(S(F)(F)[F:11])CCOC.O[CH2:15][CH:16]([NH:19][C:20]1[CH:21]=[C:22]2[C:31](=[CH:32][CH:33]=1)[S:30][C:29]1[C:28]([C:34]3[NH:39][C:38](=[O:40])[CH:37]=[C:36]([N:41]4[CH2:46][CH2:45][O:44][CH2:43][CH2:42]4)[CH:35]=3)=[CH:27][CH:26]=[CH:25][C:24]=1[S:23]2)[CH2:17]O.C(=O)([O-])O.[Na+]. Product: [F:11][CH2:17][CH:16]1[CH2:15][N:19]1[C:20]1[CH:21]=[C:22]2[C:31](=[CH:32][CH:33]=1)[S:30][C:29]1[C:28]([C:34]3[NH:39][C:38](=[O:40])[CH:37]=[C:36]([N:41]4[CH2:42][CH2:43][O:44][CH2:45][CH2:46]4)[CH:35]=3)=[CH:27][CH:26]=[CH:25][C:24]=1[S:23]2. The catalyst class is: 4.